This data is from TCR-epitope binding with 47,182 pairs between 192 epitopes and 23,139 TCRs. The task is: Binary Classification. Given a T-cell receptor sequence (or CDR3 region) and an epitope sequence, predict whether binding occurs between them. (1) The epitope is LEPLVDLPI. The TCR CDR3 sequence is CASSLGRGNTEAFF. Result: 1 (the TCR binds to the epitope). (2) The epitope is GILGFVFTL. The TCR CDR3 sequence is CASSKGTGEMIQPQHF. Result: 1 (the TCR binds to the epitope). (3) The epitope is PKYVKQNTLKLAT. The TCR CDR3 sequence is CAWSAAVLGFNEQFF. Result: 1 (the TCR binds to the epitope). (4) The epitope is YLKLTDNVYIK. The TCR CDR3 sequence is CASSLGRSGGELFF. Result: 1 (the TCR binds to the epitope). (5) The epitope is KAFSPEVIPMF. The TCR CDR3 sequence is CAISESQGPQLDDTQYF. Result: 0 (the TCR does not bind to the epitope).